From a dataset of NCI-60 drug combinations with 297,098 pairs across 59 cell lines. Regression. Given two drug SMILES strings and cell line genomic features, predict the synergy score measuring deviation from expected non-interaction effect. (1) Drug 1: C1=C(C(=O)NC(=O)N1)F. Drug 2: CCCCC(=O)OCC(=O)C1(CC(C2=C(C1)C(=C3C(=C2O)C(=O)C4=C(C3=O)C=CC=C4OC)O)OC5CC(C(C(O5)C)O)NC(=O)C(F)(F)F)O. Synergy scores: CSS=30.1, Synergy_ZIP=-6.17, Synergy_Bliss=-5.29, Synergy_Loewe=-5.05, Synergy_HSA=-4.98. Cell line: OVCAR-8. (2) Drug 1: CC12CCC3C(C1CCC2O)C(CC4=C3C=CC(=C4)O)CCCCCCCCCS(=O)CCCC(C(F)(F)F)(F)F. Drug 2: CN(C(=O)NC(C=O)C(C(C(CO)O)O)O)N=O. Cell line: UO-31. Synergy scores: CSS=1.11, Synergy_ZIP=0.571, Synergy_Bliss=2.31, Synergy_Loewe=-1.47, Synergy_HSA=-0.125.